From a dataset of Reaction yield outcomes from USPTO patents with 853,638 reactions. Predict the reaction yield, written as a fraction of the theoretical maximum amount of product (1.0 means a 100% yield; for example, 0.34 means a 34% yield). (1) The reactants are CN(C=O)C.Br[C:7]1[N:11]2[CH:12]=[C:13]([C:18]([N:20]3[CH2:25][CH2:24][CH2:23][CH2:22][CH2:21]3)=[O:19])[N:14]=[C:15]([S:16][CH3:17])[C:10]2=[N:9][CH:8]=1.[CH:26]1([NH:29][C:30]([C:32]2[CH:37]=[CH:36][C:35](B3OC(C)(C)C(C)(C)O3)=[CH:34][CH:33]=2)=[O:31])[CH2:28][CH2:27]1.C(=O)([O-])O.[Na+]. The catalyst is C1C=CC(P(C2C=CC=CC=2)[C-]2C=CC=C2)=CC=1.C1C=CC(P(C2C=CC=CC=2)[C-]2C=CC=C2)=CC=1.Cl[Pd]Cl.[Fe+2].C(Cl)Cl.C(OCC)(=O)C.O. The product is [CH:26]1([NH:29][C:30](=[O:31])[C:32]2[CH:37]=[CH:36][C:35]([C:7]3[N:11]4[CH:12]=[C:13]([C:18]([N:20]5[CH2:25][CH2:24][CH2:23][CH2:22][CH2:21]5)=[O:19])[N:14]=[C:15]([S:16][CH3:17])[C:10]4=[N:9][CH:8]=3)=[CH:34][CH:33]=2)[CH2:27][CH2:28]1. The yield is 0.600. (2) The reactants are [C:1]([O:5][C:6]([NH:8][CH:9]([C:22]1[CH:27]=[CH:26][CH:25]=[CH:24][CH:23]=1)[C:10]([O:12][CH:13]1[CH2:19][CH:18]2[N:20]([CH3:21])[CH:15]([CH2:16][CH2:17]2)[CH2:14]1)=[O:11])=[O:7])([CH3:4])([CH3:3])[CH3:2].[I:28][CH3:29]. The catalyst is CN(C=O)C. The product is [I-:28].[C:1]([O:5][C:6]([NH:8][CH:9]([C:22]1[CH:23]=[CH:24][CH:25]=[CH:26][CH:27]=1)[C:10]([O:12][CH:13]1[CH2:14][CH:15]2[N+:20]([CH3:29])([CH3:21])[CH:18]([CH2:17][CH2:16]2)[CH2:19]1)=[O:11])=[O:7])([CH3:4])([CH3:2])[CH3:3]. The yield is 0.280. (3) The reactants are C(N(CC)CC)C.[CH2:8]=[C:9]1[C:17]2[CH:16]=[CH:15][CH:14]=[CH:13][C:12]=2[CH:11]2[CH2:18][C:10]12[C:19]([O:21][CH2:22][CH3:23])=[O:20]. The catalyst is CO. The product is [CH3:8][CH:9]1[C:17]2[CH:16]=[CH:15][CH:14]=[CH:13][C:12]=2[CH:11]2[CH2:18][C:10]12[C:19]([O:21][CH2:22][CH3:23])=[O:20]. The yield is 0.780. (4) The reactants are [CH3:1][O:2][C:3]1[C:11]2[S:10][CH:9]=[CH:8][C:7]=2[CH:6]=[CH:5][CH:4]=1.C([Li])CCC.[I:17]I. The catalyst is C1COCC1.CCCCCC.[Cl-].[Na+].O. The product is [I:17][C:9]1[S:10][C:11]2[C:3]([O:2][CH3:1])=[CH:4][CH:5]=[CH:6][C:7]=2[CH:8]=1. The yield is 0.880.